From a dataset of Tyrosyl-DNA phosphodiesterase HTS with 341,365 compounds. Binary Classification. Given a drug SMILES string, predict its activity (active/inactive) in a high-throughput screening assay against a specified biological target. (1) The drug is o1c(C2n3c([nH]c(cc3=O)C)=NC(=N2)Nc2c(cc(cc2)C)C)ccc1. The result is 0 (inactive). (2) The compound is O=c1n(c(=O)n(c2c1n(c1c2cc(cc1)C)C)CC(=O)Nc1c(ccc(c1)C)C)c1c(cccc1)C. The result is 0 (inactive).